Predict the reaction yield, written as a fraction of the theoretical maximum amount of product (1.0 means a 100% yield; for example, 0.34 means a 34% yield). From a dataset of Reaction yield outcomes from USPTO patents with 853,638 reactions. The reactants are [CH3:1][O:2][CH2:3][CH2:4][O:5][C:6]1[CH:11]=[CH:10][C:9]([NH2:12])=[CH:8][CH:7]=1.[Br:13][C:14]1[CH:15]=[C:16]2[C:21](=[CH:22][CH:23]=1)[N:20]=[C:19](Cl)[N:18]=[CH:17]2. The catalyst is CC(O)C. The product is [Br:13][C:14]1[CH:15]=[C:16]2[C:21](=[CH:22][CH:23]=1)[N:20]=[C:19]([NH:12][C:9]1[CH:10]=[CH:11][C:6]([O:5][CH2:4][CH2:3][O:2][CH3:1])=[CH:7][CH:8]=1)[N:18]=[CH:17]2. The yield is 0.560.